This data is from Peptide-MHC class II binding affinity with 134,281 pairs from IEDB. The task is: Regression. Given a peptide amino acid sequence and an MHC pseudo amino acid sequence, predict their binding affinity value. This is MHC class II binding data. (1) The peptide sequence is RVYCDPCRAGFETNV. The MHC is DRB1_0401 with pseudo-sequence DRB1_0401. The binding affinity (normalized) is 0. (2) The peptide sequence is GWYRPPFSRVVHLYR. The MHC is DRB5_0101 with pseudo-sequence DRB5_0101. The binding affinity (normalized) is 0.375. (3) The peptide sequence is AARLFKAFILDGDKL. The MHC is DRB1_1201 with pseudo-sequence DRB1_1201. The binding affinity (normalized) is 0.363. (4) The peptide sequence is LLFCALASSCQVAFS. The MHC is HLA-DQA10501-DQB10201 with pseudo-sequence HLA-DQA10501-DQB10201. The binding affinity (normalized) is 0.186. (5) The peptide sequence is LSPREEPDDIDCWCY. The MHC is DRB4_0103 with pseudo-sequence DRB4_0103. The binding affinity (normalized) is 0.251. (6) The peptide sequence is VDGRGNYNTDLLPDW. The MHC is H-2-IAb with pseudo-sequence H-2-IAb. The binding affinity (normalized) is 0.0232. (7) The MHC is HLA-DPA10201-DPB10501 with pseudo-sequence HLA-DPA10201-DPB10501. The binding affinity (normalized) is 0.705. The peptide sequence is EKKYFAATQFSPLAA.